Task: Predict the reactants needed to synthesize the given product.. Dataset: Full USPTO retrosynthesis dataset with 1.9M reactions from patents (1976-2016) (1) The reactants are: [NH:1]1[C:5]2[CH:6]=[CH:7][C:8]([N:10]3[CH:14]([C:15]4[CH:20]=[CH:19][C:18]([N:21]5[CH2:26][CH2:25][O:24][CH2:23][CH2:22]5)=[CH:17][CH:16]=4)[C:13](O)=[CH:12][C:11]3=[O:28])=[CH:9][C:4]=2[N:3]=[CH:2]1.[NH:29]1[CH2:34][CH2:33][O:32][CH2:31][CH2:30]1. Given the product [NH:1]1[C:5]2[CH:6]=[CH:7][C:8]([N:10]3[CH:14]([C:15]4[CH:16]=[CH:17][C:18]([N:21]5[CH2:26][CH2:25][O:24][CH2:23][CH2:22]5)=[CH:19][CH:20]=4)[C:13]([N:29]4[CH2:34][CH2:33][O:32][CH2:31][CH2:30]4)=[CH:12][C:11]3=[O:28])=[CH:9][C:4]=2[N:3]=[CH:2]1, predict the reactants needed to synthesize it. (2) The reactants are: [BH4-].[Na+].[C:3]([O:7][C:8]([N:10]1[CH2:15][CH2:14][CH2:13][CH:12]([C:16]([NH:18][C:19]2[CH:20]=[C:21]([C:25]3[CH:30]=[C:29]([N:31]4[CH2:36][CH2:35][O:34][CH2:33][CH2:32]4)[N:28]=[C:27]([C:37]4[O:38][C:39]([CH:42]=[O:43])=[CH:40][CH:41]=4)[N:26]=3)[CH:22]=[CH:23][CH:24]=2)=[O:17])[CH2:11]1)=[O:9])([CH3:6])([CH3:5])[CH3:4]. Given the product [C:3]([O:7][C:8]([N:10]1[CH2:15][CH2:14][CH2:13][CH:12]([C:16]([NH:18][C:19]2[CH:20]=[C:21]([C:25]3[CH:30]=[C:29]([N:31]4[CH2:32][CH2:33][O:34][CH2:35][CH2:36]4)[N:28]=[C:27]([C:37]4[O:38][C:39]([CH2:42][OH:43])=[CH:40][CH:41]=4)[N:26]=3)[CH:22]=[CH:23][CH:24]=2)=[O:17])[CH2:11]1)=[O:9])([CH3:6])([CH3:4])[CH3:5], predict the reactants needed to synthesize it. (3) Given the product [CH:28]1([CH2:27][O:1][C@H:2]2[CH2:21][N:5]3[CH2:6][C@@H:7]([C:17](=[O:18])[NH:40][C@H:33]4[C:34]5[C:39](=[CH:38][CH:37]=[CH:36][CH:35]=5)[O:30][CH2:31][CH2:32]4)[N:8]([C:10]([O:12][C:13]([CH3:15])([CH3:14])[CH3:16])=[O:11])[CH2:9][C@H:4]3[CH2:3]2)[CH2:26][CH2:25]1, predict the reactants needed to synthesize it. The reactants are: [OH:1][C@H:2]1[CH2:21][N:5]2[CH2:6][C@@H:7]([C:17](OC)=[O:18])[N:8]([C:10]([O:12][C:13]([CH3:16])([CH3:15])[CH3:14])=[O:11])[CH2:9][C@H:4]2[CH2:3]1.[H-].[Na+].Br[CH2:25][CH:26]1[CH2:28][CH2:27]1.Cl.[O:30]1[C:39]2[C:34](=[CH:35][CH:36]=[CH:37][CH:38]=2)[C@H:33]([NH2:40])[CH2:32][CH2:31]1.Cl.C(N=C=NCCCN(C)C)C.ON1C2C=CC=CC=2N=N1.C(N(CC)C(C)C)(C)C. (4) Given the product [Br:22][C:19]1[CH:20]=[N:21][C:16]([NH:15][C:12]2[CH:11]=[CH:10][C:9]([O:8][CH2:7][CH2:6][N:23]3[CH2:32][CH2:31][CH:26]([C:27]([O:29][CH3:30])=[O:28])[CH2:25][CH2:24]3)=[CH:14][CH:13]=2)=[N:17][CH:18]=1, predict the reactants needed to synthesize it. The reactants are: CS(O[CH2:6][CH2:7][O:8][C:9]1[CH:14]=[CH:13][C:12]([NH:15][C:16]2[N:21]=[CH:20][C:19]([Br:22])=[CH:18][N:17]=2)=[CH:11][CH:10]=1)(=O)=O.[NH:23]1[CH2:32][CH2:31][CH:26]([C:27]([O:29][CH3:30])=[O:28])[CH2:25][CH2:24]1.C([O-])([O-])=O.[Na+].[Na+]. (5) The reactants are: [N:1]1([C:6]2[CH:7]=[C:8]3[C:13](=[CH:14][CH:15]=2)[N:12]=[C:11]([C:16]2[CH:21]=[CH:20][CH:19]=[CH:18][CH:17]=2)[N:10]=[CH:9]3)[CH:5]=[CH:4][N:3]=[CH:2]1.[P:22](=[O:26])([OH:25])([OH:24])[OH:23]. Given the product [P:22]([OH:26])([OH:25])([OH:24])=[O:23].[N:1]1([C:6]2[CH:7]=[C:8]3[C:13](=[CH:14][CH:15]=2)[N:12]=[C:11]([C:16]2[CH:21]=[CH:20][CH:19]=[CH:18][CH:17]=2)[N:10]=[CH:9]3)[CH:5]=[CH:4][N:3]=[CH:2]1, predict the reactants needed to synthesize it. (6) Given the product [F:10][C:4]1[CH:3]=[C:2]([N:72]2[C:71]3[CH:70]=[CH:69][CH:68]=[C:67]([C:63]4[CH:64]=[N:65][CH:66]=[C:61]([O:60][CH3:59])[CH:62]=4)[C:79]=3[C:78]3[C:73]2=[CH:74][CH:75]=[CH:76][CH:77]=3)[CH:9]=[CH:8][C:5]=1[C:6]#[N:7], predict the reactants needed to synthesize it. The reactants are: Br[C:2]1[CH:9]=[CH:8][C:5]([C:6]#[N:7])=[C:4]([F:10])[CH:3]=1.C(=O)([O-])[O-].[Cs+].[Cs+].CC1(C)C2C=CC=C(P(C3C=CC=CC=3)C3C=CC=CC=3)C=2OC2C1=CC=CC=2P(C1C=CC=CC=1)C1C=CC=CC=1.[CH3:59][O:60][C:61]1[CH:62]=[C:63]([C:67]2[C:79]3[C:78]4[C:73](=[CH:74][CH:75]=[CH:76][CH:77]=4)[NH:72][C:71]=3[CH:70]=[CH:69][CH:68]=2)[CH:64]=[N:65][CH:66]=1. (7) Given the product [Cl:21][CH2:22][CH2:23][CH2:24][CH2:25][CH:26]([C:27]1[NH:58][N:57]=[C:17]([NH:16][C:5]2[CH:4]=[C:3]([F:2])[C:8]([N:9]3[CH:13]=[N:12][C:11]([CH3:14])=[N:10]3)=[C:7]([F:15])[CH:6]=2)[N:18]=1)[C:30]1[CH:35]=[CH:34][C:33]([O:36][C:37]([F:38])([F:39])[F:40])=[CH:32][CH:31]=1, predict the reactants needed to synthesize it. The reactants are: I.[F:2][C:3]1[CH:4]=[C:5]([NH:16][C:17](SC)=[NH:18])[CH:6]=[C:7]([F:15])[C:8]=1[N:9]1[CH:13]=[N:12][C:11]([CH3:14])=[N:10]1.[Cl:21][CH2:22][CH2:23][CH2:24][CH2:25][CH:26]([C:30]1[CH:35]=[CH:34][C:33]([O:36][C:37]([F:40])([F:39])[F:38])=[CH:32][CH:31]=1)[C:27](O)=O.CN1CCOCC1.C(N(CC)C(C)C)(C)C.[NH2:57][NH2:58].